Dataset: Full USPTO retrosynthesis dataset with 1.9M reactions from patents (1976-2016). Task: Predict the reactants needed to synthesize the given product. (1) Given the product [C:37]([O:36][C:34]([NH:8][C@@H:9]([C:15](=[O:18])[CH2:16][CH3:17])[C:10]([O:12][CH2:13][CH3:14])=[O:11])=[O:35])([CH3:38])([CH3:39])[CH3:40], predict the reactants needed to synthesize it. The reactants are: C([N:8](CC1C=CC=CC=1)[C@@H:9]([C:15](=[O:18])[CH2:16][CH3:17])[C:10]([O:12][CH2:13][CH3:14])=[O:11])C1C=CC=CC=1.[C:34](O[C:34]([O:36][C:37]([CH3:40])([CH3:39])[CH3:38])=[O:35])([O:36][C:37]([CH3:40])([CH3:39])[CH3:38])=[O:35]. (2) Given the product [C:1]([C:4]1[C:12]([CH3:13])=[C:8]([C:7]([OH:14])=[C:6]([C:15]([CH3:18])([CH3:17])[CH3:16])[CH:5]=1)[C:9]([NH:23][C:22]1[CH:24]=[CH:25][C:26]([S:28]([C:31]([F:32])([F:33])[F:34])(=[O:29])=[O:30])=[CH:27][C:21]=1[O:20][CH3:19])=[O:11])(=[O:3])[CH3:2], predict the reactants needed to synthesize it. The reactants are: [C:1]([C:4]1[CH:5]=[C:6]([C:15]([CH3:18])([CH3:17])[CH3:16])[C:7]([OH:14])=[C:8]([C:12]=1[CH3:13])[C:9]([OH:11])=O)(=[O:3])[CH3:2].[CH3:19][O:20][C:21]1[CH:27]=[C:26]([S:28]([C:31]([F:34])([F:33])[F:32])(=[O:30])=[O:29])[CH:25]=[CH:24][C:22]=1[NH2:23]. (3) Given the product [Cl:19][C:20]1[N:24]=[CH:23][N:22]([C:2]2[N:7]=[C:6]([CH3:8])[CH:5]=[C:4]([C:9]3[CH:14]=[CH:13][C:12]([C:15]([F:18])([F:17])[F:16])=[CH:11][CH:10]=3)[N:3]=2)[N:21]=1, predict the reactants needed to synthesize it. The reactants are: Cl[C:2]1[N:7]=[C:6]([CH3:8])[CH:5]=[C:4]([C:9]2[CH:14]=[CH:13][C:12]([C:15]([F:18])([F:17])[F:16])=[CH:11][CH:10]=2)[N:3]=1.[Cl:19][C:20]1[N:24]=[CH:23][NH:22][N:21]=1. (4) The reactants are: [C:1]([CH2:9][C:10]#[N:11])(=[O:8])[C:2]1[CH:7]=[CH:6][CH:5]=[CH:4][CH:3]=1.O[CH:13]1[CH2:18]SC(O)C[S:14]1.C(NCC)C. Given the product [NH2:11][C:10]1[S:14][CH:13]=[CH:18][C:9]=1[C:1](=[O:8])[C:2]1[CH:7]=[CH:6][CH:5]=[CH:4][CH:3]=1, predict the reactants needed to synthesize it. (5) Given the product [Cl:1][C:2]1[CH:3]=[C:4]([NH:9][C:10]2[N:15]=[C:14]([NH:16][CH2:17][CH2:18][CH2:19][O:20][CH3:21])[C:13]([C:22]3[S:23][C:24]([C:33]([OH:35])=[O:34])=[C:25]([C:27]4[CH:32]=[CH:31][CH:30]=[CH:29][N:28]=4)[N:26]=3)=[CH:12][N:11]=2)[CH:5]=[CH:6][C:7]=1[F:8], predict the reactants needed to synthesize it. The reactants are: [Cl:1][C:2]1[CH:3]=[C:4]([NH:9][C:10]2[N:15]=[C:14]([NH:16][CH2:17][CH2:18][CH2:19][O:20][CH3:21])[C:13]([C:22]3[S:23][C:24]([C:33]([O:35]CC)=[O:34])=[C:25]([C:27]4[CH:32]=[CH:31][CH:30]=[CH:29][N:28]=4)[N:26]=3)=[CH:12][N:11]=2)[CH:5]=[CH:6][C:7]=1[F:8].O.[OH-].[Li+]. (6) Given the product [Cl:1][C:2]1[C:7]([Cl:8])=[C:6]([C:9]2[CH:14]=[CH:13][CH:12]=[CH:11][CH:10]=2)[N:5]=[C:4]([C:15]([Cl:20])=[O:17])[CH:3]=1, predict the reactants needed to synthesize it. The reactants are: [Cl:1][C:2]1[C:7]([Cl:8])=[C:6]([C:9]2[CH:14]=[CH:13][CH:12]=[CH:11][CH:10]=2)[N:5]=[C:4]([C:15]([OH:17])=O)[CH:3]=1.S(Cl)([Cl:20])=O.CN(C)C=O.CN(C1C=CC=CN=1)C.